Dataset: Reaction yield outcomes from USPTO patents with 853,638 reactions. Task: Predict the reaction yield, written as a fraction of the theoretical maximum amount of product (1.0 means a 100% yield; for example, 0.34 means a 34% yield). (1) The catalyst is C(Cl)Cl.CN(C)C=O. The yield is 0.550. The product is [C:1]([C:5]1[CH:6]=[CH:7][C:8]([CH:11]2[CH2:13][CH:12]2[C:14]([NH:23][CH2:24][C:25]([C:27]2[CH:32]=[C:31]([O:33][CH3:34])[CH:30]=[CH:29][C:28]=2[CH3:35])=[O:26])=[O:16])=[CH:9][CH:10]=1)([CH3:2])([CH3:3])[CH3:4]. The reactants are [C:1]([C:5]1[CH:10]=[CH:9][C:8]([CH:11]2[CH2:13][CH:12]2[C:14]([OH:16])=O)=[CH:7][CH:6]=1)([CH3:4])([CH3:3])[CH3:2].C(Cl)(=O)C(Cl)=O.[NH2:23][CH2:24][C:25]([C:27]1[CH:32]=[C:31]([O:33][CH3:34])[CH:30]=[CH:29][C:28]=1[CH3:35])=[O:26].C(N(C(C)C)CC)(C)C. (2) The reactants are [NH2:1][C:2]1[S:3][C:4]2[CH:10]=[C:9]([O:11][C:12]3[CH:13]=[C:14]([NH:18][C:19](=[O:24])[C:20]([F:23])([F:22])[F:21])[CH:15]=[CH:16][CH:17]=3)[CH:8]=[CH:7][C:5]=2[N:6]=1.N1C=CC=CC=1.[C:31](Cl)(=[O:33])[CH3:32].O. The catalyst is O1CCCC1.C(OCC)(=O)C. The product is [C:31]([NH:1][C:2]1[S:3][C:4]2[CH:10]=[C:9]([O:11][C:12]3[CH:13]=[C:14]([NH:18][C:19](=[O:24])[C:20]([F:23])([F:21])[F:22])[CH:15]=[CH:16][CH:17]=3)[CH:8]=[CH:7][C:5]=2[N:6]=1)(=[O:33])[CH3:32]. The yield is 0.950. (3) The reactants are C(OC(=O)[NH:7][CH2:8][C:9]1[CH:14]=[CH:13][C:12]([NH:15][C:16]([S:18][CH3:19])=[O:17])=[CH:11][CH:10]=1)(C)(C)C.[ClH:21]. The catalyst is C(OCC)(=O)C. The product is [ClH:21].[CH3:19][S:18][C:16]([NH:15][C:12]1[CH:13]=[CH:14][C:9]([CH2:8][NH2:7])=[CH:10][CH:11]=1)=[O:17]. The yield is 1.00. (4) The reactants are [NH2:1][C:2]1[CH:3]=[CH:4][C:5]([F:12])=[C:6]([CH:11]=1)[C:7]([O:9][CH3:10])=[O:8].[F:13][C:14]1[CH:19]=[CH:18][CH:17]=[C:16]([F:20])[C:15]=1[S:21](Cl)(=[O:23])=[O:22]. No catalyst specified. The product is [F:13][C:14]1[CH:19]=[CH:18][CH:17]=[C:16]([F:20])[C:15]=1[S:21]([NH:1][C:2]1[CH:3]=[CH:4][C:5]([F:12])=[C:6]([CH:11]=1)[C:7]([O:9][CH3:10])=[O:8])(=[O:23])=[O:22]. The yield is 1.00. (5) The reactants are Cl[C:2]1[N:3]=[C:4]2[N:12]([CH2:13][CH2:14][O:15][CH3:16])[C:11]([CH3:18])([CH3:17])[CH2:10][CH2:9][N:5]2[C:6](=[O:8])[CH:7]=1.[NH:19]1[CH2:24][CH2:23][O:22][CH2:21][CH2:20]1. No catalyst specified. The product is [CH3:16][O:15][CH2:14][CH2:13][N:12]1[C:4]2=[N:3][C:2]([N:19]3[CH2:24][CH2:23][O:22][CH2:21][CH2:20]3)=[CH:7][C:6](=[O:8])[N:5]2[CH2:9][CH2:10][C:11]1([CH3:18])[CH3:17]. The yield is 0.580. (6) The reactants are [CH2:1]([N:3]([CH2:37][CH3:38])[CH2:4][CH2:5][CH2:6][NH:7][C:8]1[N:9]=[C:10]([C:27]2[CH:28]=[C:29]([CH:33]=[CH:34][C:35]=2[CH3:36])[C:30](O)=[O:31])[C:11]2[CH:17]=[CH:16][C:15](=[O:18])[N:14]([C:19]3[C:24]([F:25])=[CH:23][CH:22]=[CH:21][C:20]=3[F:26])[C:12]=2[N:13]=1)[CH3:2].CN(C(ON1N=NC2C=CC=CC1=2)=[N+](C)C)C.F[P-](F)(F)(F)(F)F.C(N(CC)CC)C.[CH3:70][CH:71]([CH3:75])[C@@H:72]([NH2:74])[CH3:73]. The catalyst is CN(C=O)C. The product is [CH2:37]([N:3]([CH2:1][CH3:2])[CH2:4][CH2:5][CH2:6][NH:7][C:8]1[N:9]=[C:10]([C:27]2[CH:28]=[C:29]([CH:33]=[CH:34][C:35]=2[CH3:36])[C:30]([NH:74][C@@H:72]([CH3:73])[CH:71]([CH3:75])[CH3:70])=[O:31])[C:11]2[CH:17]=[CH:16][C:15](=[O:18])[N:14]([C:19]3[C:24]([F:25])=[CH:23][CH:22]=[CH:21][C:20]=3[F:26])[C:12]=2[N:13]=1)[CH3:38]. The yield is 0.400. (7) The reactants are [CH:1]1[CH:2]=[CH:3][C:4]2[C:15](=O)[C:14]3[C:9](=[C:10]([OH:18])[CH:11]=[CH:12][C:13]=3[OH:17])[C:7](=O)[C:5]=2[CH:6]=1.[BH4-].[Na+]. No catalyst specified. The product is [C:13]1(=[O:17])[C:14]2[C:9](=[CH:7][C:5]3[C:4]([CH:15]=2)=[CH:3][CH:2]=[CH:1][CH:6]=3)[C:10](=[O:18])[CH:11]=[CH:12]1. The yield is 0.950. (8) The reactants are C(=O)([O-])[O-].[Cs+].[Cs+].FC(F)(F)S(O[C:13]1[CH:14]=[CH:15][C:16]2[O:20][C:19]([C:21]3[CH:26]=[CH:25][C:24]([F:27])=[CH:23][CH:22]=3)=[C:18]([C:28](=[O:31])[NH:29][CH3:30])[C:17]=2[CH:32]=1)(=O)=O.[CH:35]([C:37]1[CH:38]=[C:39](B(O)O)[CH:40]=[CH:41][CH:42]=1)=[O:36].O1CCOCC1. The catalyst is C(OCC)(=O)C.C1C=CC([P]([Pd]([P](C2C=CC=CC=2)(C2C=CC=CC=2)C2C=CC=CC=2)([P](C2C=CC=CC=2)(C2C=CC=CC=2)C2C=CC=CC=2)[P](C2C=CC=CC=2)(C2C=CC=CC=2)C2C=CC=CC=2)(C2C=CC=CC=2)C2C=CC=CC=2)=CC=1.O. The product is [F:27][C:24]1[CH:23]=[CH:22][C:21]([C:19]2[O:20][C:16]3[CH:15]=[CH:14][C:13]([C:41]4[CH:40]=[CH:39][CH:38]=[C:37]([CH:35]=[O:36])[CH:42]=4)=[CH:32][C:17]=3[C:18]=2[C:28]([NH:29][CH3:30])=[O:31])=[CH:26][CH:25]=1. The yield is 0.410. (9) The reactants are [Cl:1][C:2]1[CH:10]=[CH:9][C:8]([Cl:11])=[C:7]2[C:3]=1[C:4]([C:20]1[C:28](O)=[CH:27][C:23]3[O:24][CH2:25][O:26][C:22]=3[CH:21]=1)([CH2:18][OH:19])[C:5](=[O:17])[N:6]2[CH2:12][CH2:13][CH2:14][CH2:15][CH3:16].C1(P(C2C=CC=CC=2)C2C=CC=CC=2)C=CC=CC=1.N(C(OC(C)C)=O)=NC(OC(C)C)=O. The catalyst is O1CCCC1. The product is [Cl:1][C:2]1[CH:10]=[CH:9][C:8]([Cl:11])=[C:7]2[C:3]=1[C:4]1([C:20]3=[CH:21][C:22]4[O:26][CH2:25][O:24][C:23]=4[CH:27]=[C:28]3[O:19][CH2:18]1)[C:5](=[O:17])[N:6]2[CH2:12][CH2:13][CH2:14][CH2:15][CH3:16]. The yield is 0.200.